This data is from Full USPTO retrosynthesis dataset with 1.9M reactions from patents (1976-2016). The task is: Predict the reactants needed to synthesize the given product. (1) Given the product [F:1][C:2]1[CH:3]=[C:4]([C:10]2[C:15]([C:16]3[CH:21]=[CH:20][C:19]([O:22][CH3:23])=[C:18]([F:24])[CH:17]=3)=[N:14][N:13]([CH2:26][CH3:27])[C:12](=[O:25])[CH:11]=2)[CH:5]=[CH:6][C:7]=1[O:8][CH3:9], predict the reactants needed to synthesize it. The reactants are: [F:1][C:2]1[CH:3]=[C:4]([C:10]2[C:15]([C:16]3[CH:21]=[CH:20][C:19]([O:22][CH3:23])=[C:18]([F:24])[CH:17]=3)=[N:14][NH:13][C:12](=[O:25])[CH:11]=2)[CH:5]=[CH:6][C:7]=1[O:8][CH3:9].[CH2:26](I)[CH3:27]. (2) Given the product [CH3:15][O:14][C:12]([C:11]1[N:4]2[CH:5]=[C:6]([CH3:8])[N:7]=[C:2]([Br:1])[C:3]2=[N:9][C:16]=1[CH2:17][CH3:18])=[O:13], predict the reactants needed to synthesize it. The reactants are: [Br:1][C:2]1[C:3]([NH2:9])=[N:4][CH:5]=[C:6]([CH3:8])[N:7]=1.Cl[CH:11]([C:16](=O)[CH2:17][CH3:18])[C:12]([O:14][CH3:15])=[O:13]. (3) Given the product [CH2:15]([CH:4]([C:5]([O:7][CH2:8][CH3:9])=[O:6])[C:3]([O:11][CH2:12][CH3:13])=[O:10])[CH2:16][CH3:17], predict the reactants needed to synthesize it. The reactants are: [H-].[Na+].[C:3]([O:11][CH2:12][CH3:13])(=[O:10])[CH2:4][C:5]([O:7][CH2:8][CH3:9])=[O:6].Br[CH2:15][CH2:16][CH3:17].Cl. (4) Given the product [C:19]([O:18][C:16](=[O:17])[N:14]([C@H:11]1[CH2:10][CH2:9][C@H:8]([CH2:7][CH2:6][CH2:5][CH2:4][OH:3])[CH2:13][CH2:12]1)[CH3:15])([CH3:20])([CH3:22])[CH3:21], predict the reactants needed to synthesize it. The reactants are: C([O:3][C:4](=O)[CH2:5][CH2:6][CH2:7][C@H:8]1[CH2:13][CH2:12][C@H:11]([N:14]([C:16]([O:18][C:19]([CH3:22])([CH3:21])[CH3:20])=[O:17])[CH3:15])[CH2:10][CH2:9]1)C.[H-].[H-].[H-].[H-].[Li+].[Al+3]. (5) Given the product [C:1]([OH:4])(=[O:3])[CH3:2].[OH:8][C@H:9]1[CH2:26][CH2:25][C@@:24]2([CH3:27])[CH:11]([CH2:12][CH2:13][C@@H:14]3[C@@H:23]2[C:22](=[O:28])[CH2:21][C@@:19]2([CH3:20])[C@H:15]3[CH2:16][CH2:17][C:18]2=[O:29])[CH2:10]1, predict the reactants needed to synthesize it. The reactants are: [C:1]([O:4]C(=O)C)(=[O:3])[CH3:2].[OH:8][C@H:9]1[CH2:26][CH2:25][C@@:24]2([CH3:27])[CH:11]([CH2:12][CH2:13][C@@H:14]3[C@@H:23]2[C:22](=[O:28])[CH2:21][C@@:19]2([CH3:20])[C@H:15]3[CH2:16][CH2:17][C:18]2=[O:29])[CH2:10]1.